Dataset: Catalyst prediction with 721,799 reactions and 888 catalyst types from USPTO. Task: Predict which catalyst facilitates the given reaction. (1) Reactant: [CH3:1][N:2]([C:12]1[CH:13]=[C:14]([O:33][CH2:34][CH2:35][CH2:36][S:37]([CH3:40])(=[O:39])=[O:38])[CH:15]=[C:16]2[C:20]=1[NH:19][C:18]([C:21]1[S:22][CH:23]([CH2:26][N:27]3[CH2:32][CH2:31][S:30][CH2:29][CH2:28]3)[CH2:24][N:25]=1)=[CH:17]2)[S:3]([C:6]1[CH:11]=[CH:10][CH:9]=[CH:8][N:7]=1)(=[O:5])=[O:4].C([OH:43])C.OOS([O-])=O.[K+].S([O-])([O-])=O.[Na+].[Na+]. Product: [CH3:1][N:2]([C:12]1[CH:13]=[C:14]([O:33][CH2:34][CH2:35][CH2:36][S:37]([CH3:40])(=[O:38])=[O:39])[CH:15]=[C:16]2[C:20]=1[NH:19][C:18]([C:21]1[S:22][CH:23]([CH2:26][N:27]3[CH2:32][CH2:31][S:30](=[O:43])[CH2:29][CH2:28]3)[CH2:24][N:25]=1)=[CH:17]2)[S:3]([C:6]1[CH:11]=[CH:10][CH:9]=[CH:8][N:7]=1)(=[O:5])=[O:4]. The catalyst class is: 30. (2) Reactant: O1[C:5]2([CH2:10][CH2:9][N:8]([C:11]3[CH:12]=[C:13]([NH:17][C:18]4[N:23]=[CH:22][C:21]([O:24][CH2:25][C:26]5[C:31]([F:32])=[C:30]([F:33])[CH:29]=[C:28]([F:34])[C:27]=5[F:35])=[CH:20][N:19]=4)[CH:14]=[CH:15][CH:16]=3)[CH2:7][CH2:6]2)[O:4]CC1.Cl.[OH-].[Na+].C(=O)([O-])O.[Na+]. Product: [F:35][C:27]1[C:28]([F:34])=[CH:29][C:30]([F:33])=[C:31]([F:32])[C:26]=1[CH2:25][O:24][C:21]1[CH:20]=[N:19][C:18]([NH:17][C:13]2[CH:12]=[C:11]([N:8]3[CH2:9][CH2:10][C:5](=[O:4])[CH2:6][CH2:7]3)[CH:16]=[CH:15][CH:14]=2)=[N:23][CH:22]=1. The catalyst class is: 211. (3) Reactant: [NH:1]1[C:9]2[C:4](=[CH:5][CH:6]=[CH:7][CH:8]=2)[C:3]([CH2:10][CH2:11][C:12]([OH:14])=O)=[CH:2]1.C(N1C=CN=C1)(N1C=CN=C1)=O.[Cl:27][C:28]1[CH:29]=[C:30]2[C:39](=[CH:40][CH:41]=1)[C:38]([NH:42][CH2:43][CH2:44][CH2:45][CH2:46][CH2:47][CH2:48][CH2:49][CH2:50][CH2:51][CH2:52][NH2:53])=[C:37]1[C:32]([CH2:33][CH2:34][CH2:35][CH2:36]1)=[N:31]2. Product: [Cl:27][C:28]1[CH:29]=[C:30]2[C:39](=[CH:40][CH:41]=1)[C:38]([NH:42][CH2:43][CH2:44][CH2:45][CH2:46][CH2:47][CH2:48][CH2:49][CH2:50][CH2:51][CH2:52][NH:53][C:12](=[O:14])[CH2:11][CH2:10][C:3]1[C:4]3[C:9](=[CH:8][CH:7]=[CH:6][CH:5]=3)[NH:1][CH:2]=1)=[C:37]1[C:32]([CH2:33][CH2:34][CH2:35][CH2:36]1)=[N:31]2. The catalyst class is: 1. (4) Reactant: [C:1]([C:3]1[CH:4]=[C:5]([CH:27]=[CH:28][C:29]=1[O:30][CH:31]([CH3:33])[CH3:32])[CH2:6][O:7][C:8]1[CH:9]=[C:10]2[C:14](=[CH:15][CH:16]=1)[N:13]1[CH2:17][CH2:18][CH2:19][CH:20]([CH2:21][C:22]([O:24]CC)=[O:23])[C:12]1=[CH:11]2)#[N:2].[Li+].[OH-].C(O)(=O)CC(CC(O)=O)(C(O)=O)O. Product: [C:1]([C:3]1[CH:4]=[C:5]([CH:27]=[CH:28][C:29]=1[O:30][CH:31]([CH3:33])[CH3:32])[CH2:6][O:7][C:8]1[CH:9]=[C:10]2[C:14](=[CH:15][CH:16]=1)[N:13]1[CH2:17][CH2:18][CH2:19][CH:20]([CH2:21][C:22]([OH:24])=[O:23])[C:12]1=[CH:11]2)#[N:2]. The catalyst class is: 38. (5) Reactant: C[O:2][C:3]([C:5]1[CH:14]=[C:13]2[C:8]([CH:9]=[CH:10][N:11]([CH2:16][C:17]3[CH:22]=[CH:21][C:20]([F:23])=[C:19]([F:24])[CH:18]=3)[C:12]2=[O:15])=[CH:7][CH:6]=1)=[O:4].[Li+].[OH-].Cl. Product: [F:24][C:19]1[CH:18]=[C:17]([CH:22]=[CH:21][C:20]=1[F:23])[CH2:16][N:11]1[CH:10]=[CH:9][C:8]2[C:13](=[CH:14][C:5]([C:3]([OH:4])=[O:2])=[CH:6][CH:7]=2)[C:12]1=[O:15]. The catalyst class is: 1. (6) Reactant: [CH3:1][O:2][C:3]([C:5]1[S:6][C:7]([C:24]2[CH:29]=[CH:28][CH:27]=[CH:26][CH:25]=2)=[CH:8][C:9]=1[N:10]1[C:15](=[O:16])[CH2:14][C:13](=O)[CH2:12][CH:11]1[CH:18]1[CH2:23][CH2:22][CH2:21][CH2:20][CH2:19]1)=[O:4].[BH3-]C#[N:32].[Na+].CC(O)=O. Product: [CH3:1][O:2][C:3]([C:5]1[S:6][C:7]([C:24]2[CH:29]=[CH:28][CH:27]=[CH:26][CH:25]=2)=[CH:8][C:9]=1[N:10]1[C:15](=[O:16])[CH2:14][CH:13]([NH2:32])[CH2:12][CH:11]1[CH:18]1[CH2:23][CH2:22][CH2:21][CH2:20][CH2:19]1)=[O:4]. The catalyst class is: 5. (7) Reactant: [N+:1]([C:4]1[CH:9]=[CH:8][C:7]([S:10]([N:13]2[CH:17]([C:18]([OH:20])=[O:19])[CH2:16][CH:15]3[CH2:21][CH2:22][CH2:23][CH:14]23)(=[O:12])=[O:11])=[CH:6][CH:5]=1)([O-])=O.C. Product: [NH2:1][C:4]1[CH:9]=[CH:8][C:7]([S:10]([N:13]2[CH:17]([C:18]([OH:20])=[O:19])[CH2:16][CH:15]3[CH2:21][CH2:22][CH2:23][CH:14]23)(=[O:12])=[O:11])=[CH:6][CH:5]=1. The catalyst class is: 394.